From a dataset of Full USPTO retrosynthesis dataset with 1.9M reactions from patents (1976-2016). Predict the reactants needed to synthesize the given product. (1) Given the product [N:19]1[CH:20]=[CH:21][CH:22]=[C:17]([N:13]2[C:14]3[C:10](=[CH:9][C:8]([O:7][C:6]4[CH:23]=[CH:24][C:3]([OH:2])=[CH:4][CH:5]=4)=[CH:16][CH:15]=3)[CH:11]=[N:12]2)[CH:18]=1, predict the reactants needed to synthesize it. The reactants are: C[O:2][C:3]1[CH:24]=[CH:23][C:6]([O:7][C:8]2[CH:9]=[C:10]3[C:14](=[CH:15][CH:16]=2)[N:13]([C:17]2[CH:18]=[N:19][CH:20]=[CH:21][CH:22]=2)[N:12]=[CH:11]3)=[CH:5][CH:4]=1.N[C@H](C(O)=O)CCSC.[OH-].[Na+].C(=O)(O)[O-].[Na+]. (2) Given the product [C:32]([O:9][C@H:6]1[C@@H:5]([NH:10][C:11](=[O:13])[CH3:12])[C@H:4]([O:14][CH:15]([CH2:18][CH3:19])[CH2:16][CH3:17])[CH:3]=[C:2]([Br:1])[C@@H:7]1[Br:27])(=[O:33])[CH3:31], predict the reactants needed to synthesize it. The reactants are: [Br:1][C:2]1[C@@H:7](O)[C@@H:6]([OH:9])[C@@H:5]([NH:10][C:11](=[O:13])[CH3:12])[C@H:4]([O:14][CH:15]([CH2:18][CH3:19])[CH2:16][CH3:17])[CH:3]=1.C(OC(C)(C)C([Br:27])=O)(=O)C.C1C[O:33][CH2:32][CH2:31]1. (3) Given the product [OH:2][C:3]1[CH:8]=[C:7]([OH:9])[CH:6]=[CH:5][C:4]=1[C:11]1[CH:16]=[CH:15][CH:14]=[C:13]([C:17]([NH:19][C:20]2[CH:25]=[CH:24][C:23]([C:26]3[O:30][C:29]([CH3:31])=[C:28]([C:32]([OH:34])=[O:33])[CH:27]=3)=[CH:22][CH:21]=2)=[O:18])[CH:12]=1, predict the reactants needed to synthesize it. The reactants are: C[O:2][C:3]1[CH:8]=[C:7]([O:9]C)[CH:6]=[CH:5][C:4]=1[C:11]1[CH:16]=[CH:15][CH:14]=[C:13]([C:17]([NH:19][C:20]2[CH:25]=[CH:24][C:23]([C:26]3[O:30][C:29]([CH3:31])=[C:28]([C:32]([OH:34])=[O:33])[CH:27]=3)=[CH:22][CH:21]=2)=[O:18])[CH:12]=1.B(Br)(Br)Br. (4) Given the product [CH2:34]([N:31]1[C:26]2=[N:27][C:28]([CH2:29][CH3:30])=[C:23]([CH2:22][NH:21][C:19]([C:15]3[CH:16]=[CH:17][CH:18]=[C:13]([C:11]([NH:10][CH2:9][C:4]4[CH:3]=[C:2]([C:55]5[CH:54]=[CH:53][CH:52]=[C:51]([CH2:50][CH:47]6[CH2:48][CH2:49][N:44]([CH3:43])[CH2:45][CH2:46]6)[CH:56]=5)[C:7]([F:8])=[CH:6][CH:5]=4)=[O:12])[N:14]=3)=[O:20])[C:24]([NH:36][CH:37]3[CH2:42][CH2:41][O:40][CH2:39][CH2:38]3)=[C:25]2[CH:33]=[N:32]1)[CH3:35], predict the reactants needed to synthesize it. The reactants are: Br[C:2]1[CH:3]=[C:4]([CH2:9][NH:10][C:11]([C:13]2[CH:18]=[CH:17][CH:16]=[C:15]([C:19]([NH:21][CH2:22][C:23]3[C:24]([NH:36][CH:37]4[CH2:42][CH2:41][O:40][CH2:39][CH2:38]4)=[C:25]4[CH:33]=[N:32][N:31]([CH2:34][CH3:35])[C:26]4=[N:27][C:28]=3[CH2:29][CH3:30])=[O:20])[N:14]=2)=[O:12])[CH:5]=[CH:6][C:7]=1[F:8].[CH3:43][N:44]1[CH2:49][CH2:48][CH:47]([CH2:50][C:51]2[CH:56]=[CH:55][CH:54]=[C:53](B3OC(C)(C)C(C)(C)O3)[CH:52]=2)[CH2:46][CH2:45]1.C([O-])([O-])=O.[Na+].[Na+]. (5) The reactants are: [NH:1]1[CH:5]=[CH:4][N:3]=[C:2]1[C:6]1[NH:7][CH:8]=[CH:9][N:10]=1.Br[C:12]1[CH:17]=[CH:16][C:15]([N:18]2[C:31]3[CH:30]=[CH:29][CH:28]=[CH:27][C:26]=3[S:25][C:24]3[C:19]2=[CH:20][CH:21]=[CH:22][CH:23]=3)=[CH:14][CH:13]=1.C([O-])([O-])=O.[Cs+].[Cs+]. Given the product [CH:20]1[C:19]2[N:18]([C:15]3[CH:14]=[CH:13][C:12]([N:1]4[CH:5]=[CH:4][N:3]=[C:2]4[C:6]4[N:10]([C:12]5[CH:13]=[CH:14][C:15]([N:18]6[C:31]7[CH:30]=[CH:29][CH:28]=[CH:27][C:26]=7[S:25][C:24]7[C:19]6=[CH:20][CH:21]=[CH:22][CH:23]=7)=[CH:16][CH:17]=5)[CH:9]=[CH:8][N:7]=4)=[CH:17][CH:16]=3)[C:31]3[C:26](=[CH:27][CH:28]=[CH:29][CH:30]=3)[S:25][C:24]=2[CH:23]=[CH:22][CH:21]=1, predict the reactants needed to synthesize it.